From a dataset of Catalyst prediction with 721,799 reactions and 888 catalyst types from USPTO. Predict which catalyst facilitates the given reaction. (1) Reactant: [Br:1][C:2]1[CH:7]=[CH:6][C:5]([C@@H:8]([N:10]2[CH2:15][CH2:14][C@:13]([CH2:22][C:23](=[O:25])[CH3:24])([C:16]3[CH:21]=[CH:20][CH:19]=[CH:18][CH:17]=3)[CH2:12][C:11]2=[O:26])[CH3:9])=[CH:4][CH:3]=1.[CH3:27][Mg]Br. Product: [Br:1][C:2]1[CH:3]=[CH:4][C:5]([C@@H:8]([N:10]2[CH2:15][CH2:14][C@:13]([CH2:22][C:23]([OH:25])([CH3:27])[CH3:24])([C:16]3[CH:21]=[CH:20][CH:19]=[CH:18][CH:17]=3)[CH2:12][C:11]2=[O:26])[CH3:9])=[CH:6][CH:7]=1. The catalyst class is: 1. (2) Reactant: [O:1]=[C:2]1[CH:20]=[C:19]([CH:21]2[CH2:26][CH2:25][N:24](C(OC(C)(C)C)=O)[CH2:23][CH2:22]2)[N:5]2[N:6]=[C:7]3[C:12]([C:11]([O:13][CH2:14][C:15]([F:18])([F:17])[F:16])=[CH:10][CH:9]=[CH:8]3)=[C:4]2[NH:3]1.[ClH:34]. Product: [ClH:34].[NH:24]1[CH2:25][CH2:26][CH:21]([C:19]2[N:5]3[N:6]=[C:7]4[C:12]([C:11]([O:13][CH2:14][C:15]([F:16])([F:17])[F:18])=[CH:10][CH:9]=[CH:8]4)=[C:4]3[NH:3][C:2](=[O:1])[CH:20]=2)[CH2:22][CH2:23]1. The catalyst class is: 12. (3) Reactant: Cl[C:2]1[C:11]2=[N:12][N:13](CC3C=CC(OC)=CC=3)[CH:14]=[C:10]2[C:9]2[CH:8]=[C:7]([O:24][CH3:25])[CH:6]=[CH:5][C:4]=2[N:3]=1.[CH2:26]1[C:34]2[C:29](=[CH:30][C:31]([NH2:35])=[CH:32][CH:33]=2)[CH2:28][O:27]1.Cl. The catalyst class is: 71. Product: [CH2:26]1[C:34]2[C:29](=[CH:30][C:31]([NH:35][C:2]3[C:11]4=[N:12][NH:13][CH:14]=[C:10]4[C:9]4[CH:8]=[C:7]([O:24][CH3:25])[CH:6]=[CH:5][C:4]=4[N:3]=3)=[CH:32][CH:33]=2)[CH2:28][O:27]1. (4) Reactant: [Si:1]([O:8][CH2:9][CH:10](Cl)[CH:11]=[O:12])([C:4]([CH3:7])([CH3:6])[CH3:5])([CH3:3])[CH3:2].[O:14]=[C:15](/[CH:21]=[CH:22]/[C:23]1[CH:28]=[CH:27][C:26]([CH3:29])=[CH:25][CH:24]=1)[C:16]([O:18][CH2:19][CH3:20])=[O:17]. Product: [Si:1]([O:8][CH2:9][C@@H:10]1[C:11](=[O:12])[O:14][C:15]([C:16]([O:18][CH2:19][CH3:20])=[O:17])=[CH:21][C@@H:22]1[C:23]1[CH:28]=[CH:27][C:26]([CH3:29])=[CH:25][CH:24]=1)([C:4]([CH3:7])([CH3:6])[CH3:5])([CH3:3])[CH3:2]. The catalyst class is: 22.